From a dataset of Full USPTO retrosynthesis dataset with 1.9M reactions from patents (1976-2016). Predict the reactants needed to synthesize the given product. (1) Given the product [C:1]([N:4]1[CH2:5][CH2:6][CH:7]([N:10]([C:27]([O:29][C:30]([CH3:33])([CH3:32])[CH3:31])=[O:28])[NH:11][C:12]([O:14][C:15]([CH3:16])([CH3:17])[CH3:18])=[O:13])[CH2:8][CH2:9]1)(=[O:3])[CH3:2], predict the reactants needed to synthesize it. The reactants are: [C:1]([N:4]1[CH2:9][CH2:8][CH:7]([N:10]([C:27]([O:29][C:30]([CH3:33])([CH3:32])[CH3:31])=[O:28])[N:11](C(=O)C2C=CC=CC=2)[C:12]([O:14][C:15]([CH3:18])([CH3:17])[CH3:16])=[O:13])[CH2:6][CH2:5]1)(=[O:3])[CH3:2].O.[OH-].[Li+]. (2) Given the product [C:1]([O:5][C:6](=[O:29])[N:7]([CH2:8][C:9](=[O:27])[N:10]([CH2:11][C:12]([N:14]1[C:22]2[C:17](=[CH:18][CH:19]=[C:20]([NH2:23])[CH:21]=2)[CH:16]=[CH:15]1)=[O:13])[CH3:26])[CH3:28])([CH3:4])([CH3:2])[CH3:3], predict the reactants needed to synthesize it. The reactants are: [C:1]([O:5][C:6](=[O:29])[N:7]([CH3:28])[CH2:8][C:9](=[O:27])[N:10]([CH3:26])[CH2:11][C:12]([N:14]1[C:22]2[C:17](=[CH:18][CH:19]=[C:20]([N+:23]([O-])=O)[CH:21]=2)[CH:16]=[CH:15]1)=[O:13])([CH3:4])([CH3:3])[CH3:2].Cl[Sn]Cl.CCN(C(C)C)C(C)C.O. (3) The reactants are: [C:1]([C:3]1[CH:8]=[CH:7][CH:6]=[CH:5][C:4]=1[C:9]1[C:10](=[O:28])[N:11]([C:21]2[CH:26]=[CH:25][CH:24]=[C:23](O)[CH:22]=2)[CH:12]=[C:13]([C:15]2[CH:20]=[CH:19][CH:18]=[CH:17][N:16]=2)[CH:14]=1)#[N:2].[C:29]([O:32][C:33](=O)C)(=[O:31])[CH3:30]. Given the product [C:1]([C:3]1[CH:8]=[CH:7][CH:6]=[CH:5][C:4]=1[C:9]1[C:10](=[O:28])[N:11]([C:21]2[CH:26]=[CH:25][CH:24]=[C:23]([CH2:33][O:32][C:29](=[O:31])[CH3:30])[CH:22]=2)[CH:12]=[C:13]([C:15]2[CH:20]=[CH:19][CH:18]=[CH:17][N:16]=2)[CH:14]=1)#[N:2], predict the reactants needed to synthesize it.